Predict the reaction yield, written as a fraction of the theoretical maximum amount of product (1.0 means a 100% yield; for example, 0.34 means a 34% yield). From a dataset of Reaction yield outcomes from USPTO patents with 853,638 reactions. (1) The reactants are [Cl:1][C:2]1[CH:3]=[C:4]([C:9]2[N:10]([C:19]3[CH:24]=[CH:23][C:22]([S:25]([CH3:28])(=[O:27])=[O:26])=[CH:21][CH:20]=3)[CH2:11][C:12](O)([C:14]([F:17])([F:16])[F:15])[N:13]=2)[CH:5]=[CH:6][C:7]=1[CH3:8].O.C1(C)C=CC(S(O)(=O)=O)=CC=1. The catalyst is C1(C)C=CC=CC=1. The product is [Cl:1][C:2]1[CH:3]=[C:4]([C:9]2[N:10]([C:19]3[CH:24]=[CH:23][C:22]([S:25]([CH3:28])(=[O:26])=[O:27])=[CH:21][CH:20]=3)[CH:11]=[C:12]([C:14]([F:17])([F:15])[F:16])[N:13]=2)[CH:5]=[CH:6][C:7]=1[CH3:8]. The yield is 0.950. (2) The reactants are [CH3:1][O:2][C:3](=[O:24])[C:4]1[CH:9]=[C:8]([N:10]2[CH:14]=[C:13]([C:15]#[N:16])[N:12]=[CH:11]2)[C:7]([C:17]([F:20])([F:19])[F:18])=[CH:6][C:5]=1[N+:21]([O-])=O. The catalyst is CO.[Pd]. The product is [CH3:1][O:2][C:3](=[O:24])[C:4]1[CH:9]=[C:8]([N:10]2[CH:14]=[C:13]([C:15]#[N:16])[N:12]=[CH:11]2)[C:7]([C:17]([F:18])([F:19])[F:20])=[CH:6][C:5]=1[NH2:21]. The yield is 0.110. (3) The reactants are [Br:1][C:2]1[CH:11]=[C:10]2[C:5]([CH:6]=[CH:7][N:8]=[C:9]2Cl)=[CH:4][C:3]=1[O:13][CH3:14].[O-:15][CH2:16][CH3:17].[Na+]. No catalyst specified. The product is [Br:1][C:2]1[CH:11]=[C:10]2[C:5]([CH:6]=[CH:7][N:8]=[C:9]2[O:15][CH2:16][CH3:17])=[CH:4][C:3]=1[O:13][CH3:14]. The yield is 0.760. (4) The reactants are [Cl:1][C:2]1[C:3]2[CH:10]=[CH:9][NH:8][C:4]=2[N:5]=[CH:6][N:7]=1.[Br:11]N1C(=O)CCC1=O.O. The catalyst is CN(C)C=O. The product is [Br:11][C:10]1[C:3]2[C:2]([Cl:1])=[N:7][CH:6]=[N:5][C:4]=2[NH:8][CH:9]=1. The yield is 0.915.